This data is from NCI-60 drug combinations with 297,098 pairs across 59 cell lines. The task is: Regression. Given two drug SMILES strings and cell line genomic features, predict the synergy score measuring deviation from expected non-interaction effect. Drug 1: CCCS(=O)(=O)NC1=C(C(=C(C=C1)F)C(=O)C2=CNC3=C2C=C(C=N3)C4=CC=C(C=C4)Cl)F. Drug 2: C#CCC(CC1=CN=C2C(=N1)C(=NC(=N2)N)N)C3=CC=C(C=C3)C(=O)NC(CCC(=O)O)C(=O)O. Cell line: MCF7. Synergy scores: CSS=4.05, Synergy_ZIP=2.07, Synergy_Bliss=3.04, Synergy_Loewe=2.66, Synergy_HSA=1.73.